From a dataset of Catalyst prediction with 721,799 reactions and 888 catalyst types from USPTO. Predict which catalyst facilitates the given reaction. (1) Reactant: Cl[C:2]1[C:20]([N+:21]([O-:23])=[O:22])=[CH:19][C:5]([C:6]([NH:8][C@H:9]2[CH2:14][CH2:13][C@H:12]([C:15]([F:18])([F:17])[F:16])[CH2:11][CH2:10]2)=[O:7])=[C:4]([O:24][CH2:25][CH2:26][F:27])[N:3]=1.[CH3:28][NH2:29]. Product: [F:27][CH2:26][CH2:25][O:24][C:4]1[N:3]=[C:2]([NH:29][CH3:28])[C:20]([N+:21]([O-:23])=[O:22])=[CH:19][C:5]=1[C:6]([NH:8][C@H:9]1[CH2:14][CH2:13][C@H:12]([C:15]([F:18])([F:17])[F:16])[CH2:11][CH2:10]1)=[O:7]. The catalyst class is: 1. (2) Reactant: Cl.[C:2]1([CH:8]2[O:12][N:11]=[C:10]([C:13]3[N:14]=[C:15]([C:18]4[CH2:19][CH2:20][NH:21][CH2:22][CH:23]=4)[S:16][CH:17]=3)[CH2:9]2)[CH:7]=[CH:6][CH:5]=[CH:4][CH:3]=1.[CH3:24][C:25]1[N:29]([CH2:30][C:31](O)=[O:32])[N:28]=[C:27]([C:34]([F:37])([F:36])[F:35])[CH:26]=1.CN(C)CCCN=C=NCC.ON1C2C=CC=CC=2N=N1.C(N(CC)CC)C. Product: [C:2]1([CH:8]2[O:12][N:11]=[C:10]([C:13]3[N:14]=[C:15]([C:18]4[CH2:19][CH2:20][N:21]([C:31](=[O:32])[CH2:30][N:29]5[C:25]([CH3:24])=[CH:26][C:27]([C:34]([F:37])([F:36])[F:35])=[N:28]5)[CH2:22][CH:23]=4)[S:16][CH:17]=3)[CH2:9]2)[CH:3]=[CH:4][CH:5]=[CH:6][CH:7]=1. The catalyst class is: 4. (3) Reactant: [CH2:1]([O:8][C:9]1[CH:14]=[C:13]([O:15][C:16]2[CH:21]=[CH:20][C:19]([S:22]([CH3:25])(=[O:24])=[O:23])=[CH:18][CH:17]=2)[CH:12]=[CH:11][C:10]=1[N+:26]([O-])=O)[C:2]1[CH:7]=[CH:6][CH:5]=[CH:4][CH:3]=1.[Cl-].[Ca+2].[Cl-].O. Product: [CH2:1]([O:8][C:9]1[CH:14]=[C:13]([O:15][C:16]2[CH:21]=[CH:20][C:19]([S:22]([CH3:25])(=[O:24])=[O:23])=[CH:18][CH:17]=2)[CH:12]=[CH:11][C:10]=1[NH2:26])[C:2]1[CH:3]=[CH:4][CH:5]=[CH:6][CH:7]=1. The catalyst class is: 679. (4) Product: [CH3:39][C:17]1[CH:18]=[C:19]([C:22]([N:24]2[CH2:33][C:32]3[CH:31]=[N:30][N:29]([CH3:34])[C:28]=3[NH:27][C:26]3[CH:35]=[CH:36][CH:37]=[CH:38][C:25]2=3)=[O:23])[CH:20]=[CH:21][C:16]=1[CH2:15][CH2:14][C:13]([OH:40])=[O:12]. The catalyst class is: 4. Reactant: FC(F)(F)C(O)=O.C([O:12][C:13](=[O:40])[CH2:14][CH2:15][C:16]1[CH:21]=[CH:20][C:19]([C:22]([N:24]2[CH2:33][C:32]3[CH:31]=[N:30][N:29]([CH3:34])[C:28]=3[NH:27][C:26]3[CH:35]=[CH:36][CH:37]=[CH:38][C:25]2=3)=[O:23])=[CH:18][C:17]=1[CH3:39])(C)(C)C. (5) Reactant: F[C:2](F)(F)[C:3]([OH:5])=O.[NH2:8][C:9]1[C:14]([C:15]([C:17]2[CH:22]=[CH:21][CH:20]=[CH:19][C:18]=2[O:23][CH3:24])=[O:16])=[CH:13][N:12]=[C:11]([NH:25][CH:26]2[CH2:31][CH2:30][NH:29][CH2:28][CH2:27]2)[N:10]=1.C(N(CC)CC)C.Cl.CN(C)CCCN=C=NCC.O.ON1C2C=CC=CC=2N=N1.C(O)(=O)C. Product: [NH2:8][C:9]1[C:14]([C:15](=[O:16])[C:17]2[CH:22]=[CH:21][CH:20]=[CH:19][C:18]=2[O:23][CH3:24])=[CH:13][N:12]=[C:11]([NH:25][CH:26]2[CH2:31][CH2:30][N:29]([C:3](=[O:5])[CH3:2])[CH2:28][CH2:27]2)[N:10]=1. The catalyst class is: 42. (6) Reactant: Cl[CH2:2][CH2:3][CH2:4][N:5]1[C:14]2[C:9](=[CH:10][C:11]([CH3:15])=[CH:12][CH:13]=2)[CH2:8][CH2:7][C:6]1=[O:16].[CH2:17]([CH:21]1[CH2:26][CH2:25][NH:24][CH2:23][CH2:22]1)[CH2:18][CH2:19][CH3:20].C([O-])([O-])=O.[K+].[K+]. Product: [CH2:17]([CH:21]1[CH2:26][CH2:25][N:24]([CH2:2][CH2:3][CH2:4][N:5]2[C:14]3[C:9](=[CH:10][C:11]([CH3:15])=[CH:12][CH:13]=3)[CH2:8][CH2:7][C:6]2=[O:16])[CH2:23][CH2:22]1)[CH2:18][CH2:19][CH3:20]. The catalyst class is: 23. (7) Reactant: [CH2:1]([CH:3]1[N:12]2[C:7](=[CH:8][C:9](=[O:18])[C:10]([C:13]([O:15]CC)=[O:14])=[CH:11]2)[C:6]2[CH:19]=[C:20]([O:27][CH3:28])[C:21]([O:23][CH2:24][C:25]#[CH:26])=[CH:22][C:5]=2[CH2:4]1)[CH3:2].[OH-].[Na+].Cl. Product: [CH2:1]([CH:3]1[N:12]2[C:7](=[CH:8][C:9](=[O:18])[C:10]([C:13]([OH:15])=[O:14])=[CH:11]2)[C:6]2[CH:19]=[C:20]([O:27][CH3:28])[C:21]([O:23][CH2:24][C:25]#[CH:26])=[CH:22][C:5]=2[CH2:4]1)[CH3:2]. The catalyst class is: 1.